From a dataset of Merck oncology drug combination screen with 23,052 pairs across 39 cell lines. Regression. Given two drug SMILES strings and cell line genomic features, predict the synergy score measuring deviation from expected non-interaction effect. (1) Drug 1: CCC1(O)CC2CN(CCc3c([nH]c4ccccc34)C(C(=O)OC)(c3cc4c(cc3OC)N(C)C3C(O)(C(=O)OC)C(OC(C)=O)C5(CC)C=CCN6CCC43C65)C2)C1. Drug 2: Cn1nnc2c(C(N)=O)ncn2c1=O. Cell line: A2058. Synergy scores: synergy=-30.3. (2) Drug 1: C=CCn1c(=O)c2cnc(Nc3ccc(N4CCN(C)CC4)cc3)nc2n1-c1cccc(C(C)(C)O)n1. Drug 2: O=C(NOCC(O)CO)c1ccc(F)c(F)c1Nc1ccc(I)cc1F. Cell line: EFM192B. Synergy scores: synergy=1.55. (3) Drug 1: O=c1[nH]cc(F)c(=O)[nH]1. Drug 2: CC1(c2nc3c(C(N)=O)cccc3[nH]2)CCCN1. Cell line: HT29. Synergy scores: synergy=10.2. (4) Drug 1: COc1cccc2c1C(=O)c1c(O)c3c(c(O)c1C2=O)CC(O)(C(=O)CO)CC3OC1CC(N)C(O)C(C)O1. Drug 2: NC(=O)c1cccc2cn(-c3ccc(C4CCCNC4)cc3)nc12. Cell line: VCAP. Synergy scores: synergy=8.16. (5) Drug 1: O=P1(N(CCCl)CCCl)NCCCO1. Drug 2: CCN(CC)CCNC(=O)c1c(C)[nH]c(C=C2C(=O)Nc3ccc(F)cc32)c1C. Cell line: A2058. Synergy scores: synergy=9.17. (6) Drug 1: O=C(CCCCCCC(=O)Nc1ccccc1)NO. Drug 2: Cn1nnc2c(C(N)=O)ncn2c1=O. Cell line: A375. Synergy scores: synergy=6.52. (7) Drug 1: N#Cc1ccc(Cn2cncc2CN2CCN(c3cccc(Cl)c3)C(=O)C2)cc1. Drug 2: COC1=C2CC(C)CC(OC)C(O)C(C)C=C(C)C(OC(N)=O)C(OC)C=CC=C(C)C(=O)NC(=CC1=O)C2=O. Cell line: MDAMB436. Synergy scores: synergy=18.3. (8) Cell line: OVCAR3. Drug 2: Cn1nnc2c(C(N)=O)ncn2c1=O. Synergy scores: synergy=-9.80. Drug 1: N#Cc1ccc(Cn2cncc2CN2CCN(c3cccc(Cl)c3)C(=O)C2)cc1. (9) Synergy scores: synergy=-36.4. Drug 2: Cn1nnc2c(C(N)=O)ncn2c1=O. Cell line: CAOV3. Drug 1: N.N.O=C(O)C1(C(=O)O)CCC1.[Pt].